Task: Predict the reaction yield, written as a fraction of the theoretical maximum amount of product (1.0 means a 100% yield; for example, 0.34 means a 34% yield).. Dataset: Reaction yield outcomes from USPTO patents with 853,638 reactions (1) The reactants are [Cl-].[Li+].[Cu]C#N.[Cl-].[F:7][C:8]1[CH:15]=[CH:14][C:11]([CH2:12][Zn+])=[CH:10][CH:9]=1.B(F)(F)F.CCOCC.[C:25]1([S:31]([C:34]2[CH:41]=[CH:40][C:37]([CH:38]=[O:39])=[CH:36][CH:35]=2)(=[O:33])=[O:32])[CH:30]=[CH:29][CH:28]=[CH:27][CH:26]=1. The catalyst is O1CCCC1. The product is [F:7][C:8]1[CH:15]=[CH:14][C:11]([CH2:12][CH:38]([C:37]2[CH:36]=[CH:35][C:34]([S:31]([C:25]3[CH:26]=[CH:27][CH:28]=[CH:29][CH:30]=3)(=[O:32])=[O:33])=[CH:41][CH:40]=2)[OH:39])=[CH:10][CH:9]=1. The yield is 0.900. (2) The reactants are C(Cl)(=O)C(Cl)=O.[Cl:7][C:8]1[CH:9]=[C:10]2[C:14](=[CH:15][CH:16]=1)[NH:13][C:12]([C:17]([OH:19])=O)=[CH:11]2.[NH2:20][C:21]1[CH:26]=[C:25]([S:27]([CH2:30][CH3:31])(=[O:29])=[O:28])[CH:24]=[C:23]([N+:32]([O-:34])=[O:33])[C:22]=1[OH:35].O. The catalyst is C(Cl)Cl.CN(C=O)C.N1C=CC=CC=1. The product is [CH2:30]([S:27]([C:25]1[CH:24]=[C:23]([N+:32]([O-:34])=[O:33])[C:22]([OH:35])=[C:21]([NH:20][C:17]([C:12]2[NH:13][C:14]3[C:10]([CH:11]=2)=[CH:9][C:8]([Cl:7])=[CH:16][CH:15]=3)=[O:19])[CH:26]=1)(=[O:28])=[O:29])[CH3:31]. The yield is 0.620. (3) The reactants are C(Cl)(=O)C(Cl)=O.[CH3:7][O:8][C:9]1[CH:10]=[C:11]([N:18]2[CH2:23][CH2:22][CH:21]([OH:24])[CH2:20][CH2:19]2)[CH:12]=[CH:13][C:14]=1[N+:15]([O-:17])=[O:16]. The catalyst is C(Cl)Cl.CS(C)=O. The product is [CH3:7][O:8][C:9]1[CH:10]=[C:11]([N:18]2[CH2:23][CH2:22][C:21](=[O:24])[CH2:20][CH2:19]2)[CH:12]=[CH:13][C:14]=1[N+:15]([O-:17])=[O:16]. The yield is 0.970. (4) The reactants are [F:1][C@H:2]1[CH2:18][C@@H:17]2[C@:9]([F:28])([C@@H:10]([OH:27])[CH2:11][C@@:12]3([CH3:26])[C@H:16]2[CH2:15][CH:14]=[C:13]3[C:19](=[O:25])[CH2:20][O:21]C(=O)C)[C@:8]2([CH3:29])[C:3]1=[CH:4][C:5](=[O:30])[CH:6]=[CH:7]2. The catalyst is C(O)C. The product is [F:1][C@H:2]1[CH2:18][C@@H:17]2[C@:9]([F:28])([C@@H:10]([OH:27])[CH2:11][C@@:12]3([CH3:26])[C@H:16]2[CH2:15][CH:14]=[C:13]3[C:19](=[O:25])[CH2:20][OH:21])[C@:8]2([CH3:29])[C:3]1=[CH:4][C:5](=[O:30])[CH:6]=[CH:7]2. The yield is 0.706. (5) The reactants are C([O:3][C:4]([C:6]12[CH2:23][CH:22]1[CH:21]=[CH:20][CH2:19][CH2:18][CH2:17][CH2:16][NH:15][C:14](=[O:24])[N:13]1[CH:9]([CH2:10][CH:11]([O:25][C:26]3[C:35]4[C:30](=[CH:31][C:32]([O:36][CH3:37])=[CH:33][CH:34]=4)[N:29]=[C:28]([C:38]4[CH:43]=[CH:42][CH:41]=[CH:40][CH:39]=4)[CH:27]=3)[CH2:12]1)[C:8](=[O:44])[NH:7]2)=[O:5])C.[OH-].[Na+]. The catalyst is CO. The product is [CH3:37][O:36][C:32]1[CH:31]=[C:30]2[C:35]([C:26]([O:25][CH:11]3[CH2:10][CH:9]4[N:13]([C:14](=[O:24])[NH:15][CH2:16][CH2:17][CH2:18][CH2:19][CH:20]=[CH:21][CH:22]5[C:6]([C:4]([OH:5])=[O:3])([NH:7][C:8]4=[O:44])[CH2:23]5)[CH2:12]3)=[CH:27][C:28]([C:38]3[CH:39]=[CH:40][CH:41]=[CH:42][CH:43]=3)=[N:29]2)=[CH:34][CH:33]=1. The yield is 0.650. (6) The reactants are Br[C:2]1[CH:7]=[CH:6][C:5]([C:8]2[N:9]([C:17]3[CH:22]=[CH:21][CH:20]=[CH:19][CH:18]=3)[C:10]3[CH:16]=[CH:15][CH:14]=[CH:13][C:11]=3[N:12]=2)=[CH:4][CH:3]=1.[CH:23]1[C:35]2[NH:34][C:33]3[C:28](=[CH:29][CH:30]=[CH:31][CH:32]=3)[C:27]=2[CH:26]=[C:25]([C:36]2[C:41]3[O:42][C:43]4[CH:48]=[CH:47][CH:46]=[CH:45][C:44]=4[C:40]=3[CH:39]=[CH:38][CH:37]=2)[CH:24]=1.C(P(C(C)(C)C)C(C)(C)C)(C)(C)C.CC(C)([O-])C.[Na+]. The catalyst is CCCCCC.C1(C)C=CC=CC=1. The product is [CH:39]1[C:40]2[C:44]3[CH:45]=[CH:46][CH:47]=[CH:48][C:43]=3[O:42][C:41]=2[C:36]([C:25]2[CH:24]=[CH:23][C:35]3[N:34]([C:2]4[CH:7]=[CH:6][C:5]([C:8]5[N:9]([C:17]6[CH:18]=[CH:19][CH:20]=[CH:21][CH:22]=6)[C:10]6[CH:16]=[CH:15][CH:14]=[CH:13][C:11]=6[N:12]=5)=[CH:4][CH:3]=4)[C:33]4[C:28]([C:27]=3[CH:26]=2)=[CH:29][CH:30]=[CH:31][CH:32]=4)=[CH:37][CH:38]=1. The yield is 0.710. (7) The reactants are [Br:1][C:2]1[CH:10]=[CH:9][C:5]([C:6]([OH:8])=O)=[CH:4][C:3]=1[F:11].[NH:12]1[CH2:17][CH2:16][O:15][CH2:14][CH2:13]1.C(N1CCOCC1)C.C1C=CC2N(O)N=NC=2C=1.C(Cl)CCl. The catalyst is CN(C=O)C. The product is [Br:1][C:2]1[CH:10]=[CH:9][C:5]([C:6]([N:12]2[CH2:17][CH2:16][O:15][CH2:14][CH2:13]2)=[O:8])=[CH:4][C:3]=1[F:11]. The yield is 0.980.